From a dataset of NCI-60 drug combinations with 297,098 pairs across 59 cell lines. Regression. Given two drug SMILES strings and cell line genomic features, predict the synergy score measuring deviation from expected non-interaction effect. (1) Drug 1: C1CN(CCN1C(=O)CCBr)C(=O)CCBr. Drug 2: C1CCC(C(C1)N)N.C(=O)(C(=O)[O-])[O-].[Pt+4]. Cell line: MDA-MB-435. Synergy scores: CSS=24.9, Synergy_ZIP=-8.07, Synergy_Bliss=-6.23, Synergy_Loewe=-17.5, Synergy_HSA=-1.56. (2) Drug 1: C1=NC(=NC(=O)N1C2C(C(C(O2)CO)O)O)N. Drug 2: CCC1(CC2CC(C3=C(CCN(C2)C1)C4=CC=CC=C4N3)(C5=C(C=C6C(=C5)C78CCN9C7C(C=CC9)(C(C(C8N6C)(C(=O)OC)O)OC(=O)C)CC)OC)C(=O)OC)O.OS(=O)(=O)O. Cell line: SNB-75. Synergy scores: CSS=1.04, Synergy_ZIP=0.564, Synergy_Bliss=0.340, Synergy_Loewe=0.141, Synergy_HSA=-0.641.